From a dataset of HIV replication inhibition screening data with 41,000+ compounds from the AIDS Antiviral Screen. Binary Classification. Given a drug SMILES string, predict its activity (active/inactive) in a high-throughput screening assay against a specified biological target. (1) The result is 0 (inactive). The compound is c1ccc(C2=Nc3ccccc3N=C3CCCC32)cc1. (2) The compound is CCN(CC)CCNC(=O)c1ccccc1Nc1c(Cl)cccc1Cl. The result is 0 (inactive). (3) The molecule is C=C(CCCO)C1CCC(C)(O)C1C. The result is 0 (inactive). (4) The molecule is CCCOC(=O)Nc1ccc2c(c1)c1c3[nH]c(=O)c4cccn4c3ccc1n2CC. The result is 0 (inactive).